From a dataset of Forward reaction prediction with 1.9M reactions from USPTO patents (1976-2016). Predict the product of the given reaction. (1) Given the reactants [CH:1]([CH:3]=O)=O.[NH2:5][CH2:6][CH2:7][NH:8][CH2:9][CH2:10][CH2:11][NH:12][CH2:13][CH2:14][NH2:15], predict the reaction product. The product is: [NH:15]1[C:1]2=[C:3]3[N:8]([CH2:7][CH2:6][NH:5]2)[CH2:9][CH2:10][CH2:11][N:12]3[CH2:13][CH2:14]1. (2) Given the reactants ClC1C=C([C:8]2[CH:13]=[CH:12][C:11]([NH:14][C:15]([NH:17][C:18]3[CH:23]=[CH:22][C:21]([O:24][C:25]4[CH:30]=[CH:29][N:28]=[C:27]([NH:31]CCCCN(C)C)[N:26]=4)=[CH:20][C:19]=3C)=[O:16])=[CH:10][C:9]=2[C:40]([F:43])([F:42])[F:41])C=CC=1.N[C:62]1[CH:61]=[CH:60][C:59]([O:63][C:64]2C=CN=C(N[C:57]3[CH:62]=[CH:61][CH:60]=[C:59]([O:63][CH3:64])[CH:58]=3)N=2)=[CH:58][C:57]=1C.[CH3:68][N:69]1[CH2:74][CH2:73][N:72]([CH2:75]C2C=CC(N)=CC=2C(F)(F)F)[CH2:71][CH2:70]1, predict the reaction product. The product is: [CH3:64][O:63][C:59]1[CH:60]=[C:61]([NH:31][C:27]2[N:26]=[C:25]([O:24][C:21]3[CH:22]=[CH:23][C:18]([NH:17][C:15]([NH:14][C:11]4[CH:12]=[CH:13][C:8]([CH2:68][N:69]5[CH2:74][CH2:73][N:72]([CH3:75])[CH2:71][CH2:70]5)=[C:9]([C:40]([F:41])([F:42])[F:43])[CH:10]=4)=[O:16])=[CH:19][CH:20]=3)[CH:30]=[CH:29][N:28]=2)[CH:62]=[CH:57][CH:58]=1.